Dataset: Experimentally validated miRNA-target interactions with 360,000+ pairs, plus equal number of negative samples. Task: Binary Classification. Given a miRNA mature sequence and a target amino acid sequence, predict their likelihood of interaction. (1) The miRNA is hsa-miR-638 with sequence AGGGAUCGCGGGCGGGUGGCGGCCU. The protein sequence of the target gene is MELRVANANGSCENGSIVSLYCSSQEVLCQIVRGISPEEPYNATLITWQERVRKKYGFYIGVGLAFLSCFLIGTSVILKKKGLIRLVATGATRAVNGGYGYLKDPMWWAGMATMSAGEVANFGAYAFAPATVVTPLGALSVLISAIFSSYCLGESLNLLGKLGCVICMAGSTVMVIHAPKEEKVTTVAEMASKMKDTGFIVFAVLLVVSCLILIFIVAPRYGQRNILIYIIICSVIGSFSVTAVKGLGVTIRNFFQGLPVVRHPLPYILSLILGLSIIIQVNFLNRALDIFNTSLVFPIY.... Result: 0 (no interaction). (2) The miRNA is hsa-miR-616-5p with sequence ACUCAAAACCCUUCAGUGACUU. The protein sequence of the target gene is MAPVQLDNHQLIPPGGGGGSSGGGGSSSGSASAPAPPPPAAAVAAAAAAAASPGYRLSTLIEFLLHRAYSELMVLTDLLPRKSDVERKIEIVQFASRTRQLFVRLLALVKWANDAGKVEKCAMISSFLDQQAILFVDTADRLASLARDALVHARLPSFAIPYAIDVLTTGSYPRLPTCIRDKIIPPDPITKIEKQATLHQLNQILRHRLVTTDLPPQLANLTVANGRVKFRVEGEFEATLTVMGDDPEVPWRLLKLEILVEDKETGDGRALVHSMQIDFIHQLVQSRLFADEKPLQDMYN.... Result: 0 (no interaction). (3) The miRNA is hsa-miR-3622a-3p with sequence UCACCUGACCUCCCAUGCCUGU. The protein sequence of the target gene is MSGGRFDFDDGGAYCGGWEGGKAHGHGLCTGPKGQGEYSGSWNFGFEVAGVYTWPSGNTFEGYWSQGKRHGLGIETKGRWLYKGEWTHGFKGRYGIRQSTNSGAKYEGTWNNGLQDGYGTETYADGGTYQGQFTNGMRHGYGVRQSVPYGMAVVVRSPLRTSLSSLRSEHSNGTVAPDSPAADGPTLPLPPVPRGGFALSLLATAEAARPPGLFTRGALLGRLRRSESRTSLGSQRSRLSFLKSELSSGASDAASTGSLAEGAEGPDDAAAPFDADIDATTTETYMGEWKNDKRSGFGVS.... Result: 0 (no interaction).